This data is from Reaction yield outcomes from USPTO patents with 853,638 reactions. The task is: Predict the reaction yield, written as a fraction of the theoretical maximum amount of product (1.0 means a 100% yield; for example, 0.34 means a 34% yield). (1) The reactants are I[C:2]1[CH:7]=[CH:6][CH:5]=[CH:4][CH:3]=1.[N:19]1[C:20]2[C:15](=CC=[C:15]3[C:20]=2[N:19]=[CH:18][CH:17]=[CH:16]3)[CH:16]=[CH:17][CH:18]=1.[C:22]([O-:25])([O-])=O.[Cs+].[Cs+].[C:28]1(C)C=CC=C[CH:29]=1. The yield is 0.150. The catalyst is [Cu](I)I. The product is [O:25]([CH2:22][C:16]12[CH2:15][CH2:20][N:19]([CH2:18][CH2:17]1)[CH2:29][CH2:28]2)[C:2]1[CH:7]=[CH:6][CH:5]=[CH:4][CH:3]=1. (2) The reactants are [CH2:1]([N:3]([CH:30]1[CH2:35][CH2:34][O:33][CH2:32][CH2:31]1)[C:4]1[C:21]2[CH2:20][CH:19]=[CH:18][CH2:17][CH2:16][CH2:15][CH2:14][C:13]3[CH:22]=[C:23]([CH3:28])[N:24]=[C:25]([O:26]C)[C:12]=3[CH2:11][NH:10][C:9](=[O:29])[C:8]=2[CH:7]=[CH:6][CH:5]=1)[CH3:2].[ClH:36]. The catalyst is O1CCOCC1.CO.CN(C=O)C.O. The product is [ClH:36].[CH2:1]([N:3]([CH:30]1[CH2:31][CH2:32][O:33][CH2:34][CH2:35]1)[C:4]1[C:21]2[CH2:20][CH:19]=[CH:18][CH2:17][CH2:16][CH2:15][CH2:14][C:13]3[CH:22]=[C:23]([CH3:28])[NH:24][C:25](=[O:26])[C:12]=3[CH2:11][NH:10][C:9](=[O:29])[C:8]=2[CH:7]=[CH:6][CH:5]=1)[CH3:2]. The yield is 0.480. (3) The reactants are [NH2:1][C:2]1[CH2:6][CH2:5][CH2:4][C:3]=1[C:7]#[N:8].[C:9]([N:17]=[C:18]=[O:19])(=[O:16])[C:10]1[CH:15]=[CH:14][CH:13]=[CH:12][CH:11]=1. The catalyst is O1CCOCC1. The product is [C:7]([C:3]1[CH2:4][CH2:5][CH2:6][C:2]=1[NH:1][C:18]([NH:17][C:9](=[O:16])[C:10]1[CH:11]=[CH:12][CH:13]=[CH:14][CH:15]=1)=[O:19])#[N:8]. The yield is 0.760. (4) The reactants are [H-].[H-].[H-].[H-].[Li+].[Al+3].[O:7]1[CH2:12][CH2:11][CH:10]([C:13]2[CH:22]=[CH:21][C:16]([C:17](OC)=[O:18])=[CH:15][CH:14]=2)[CH2:9][CH2:8]1.O.[OH-].[K+]. The catalyst is C1COCC1. The product is [O:7]1[CH2:12][CH2:11][CH:10]([C:13]2[CH:14]=[CH:15][C:16]([CH2:17][OH:18])=[CH:21][CH:22]=2)[CH2:9][CH2:8]1. The yield is 0.270. (5) The reactants are [CH2:1]([O:8][C:9]([CH:11]([CH2:30][CH2:31][CH3:32])[CH2:12][C:13]1([C:18]([NH:20][C@@H:21]2[CH2:26][CH2:25][C@H:24]([C:27](O)=[O:28])[CH2:23][CH2:22]2)=[O:19])[CH2:17][CH2:16][CH2:15][CH2:14]1)=[O:10])[C:2]1[CH:7]=[CH:6][CH:5]=[CH:4][CH:3]=1.[CH3:33][NH2:34]. No catalyst specified. The product is [CH3:33][NH:34][C:27]([C@@H:24]1[CH2:25][CH2:26][C@H:21]([NH:20][C:18]([C:13]2([CH2:12][CH:11]([CH2:30][CH2:31][CH3:32])[C:9]([O:8][CH2:1][C:2]3[CH:7]=[CH:6][CH:5]=[CH:4][CH:3]=3)=[O:10])[CH2:17][CH2:16][CH2:15][CH2:14]2)=[O:19])[CH2:22][CH2:23]1)=[O:28]. The yield is 0.490. (6) The reactants are COC(=O)NC(C(N1C(C2NC(C3C=CC4C(=CC=C(C5C=CC(C6NC(C7C8CC(CC8)N7C(=O)C(NC(OC)=O)C(C)C)=NC=6)=CC=5)C=4)C=3)=CN=2)CC2(CC2)C1)=O)C(C)C.[CH3:63][O:64][C:65](=[O:104])[NH:66][CH:67]([C:71]([N:73]1[CH:78]([C:79]2[NH:80][C:81]([C:84]3[CH:93]=[CH:92][C:91]4[C:86](=[CH:87][CH:88]=[C:89](B5OC(C)(C)C(C)(C)O5)[CH:90]=4)[CH:85]=3)=[CH:82][N:83]=2)[CH:77]2[CH2:103][CH:74]1[CH2:75][CH2:76]2)=[O:72])[CH:68]([CH3:70])[CH3:69].[C:105]([O:109][C:110]([N:112]1[CH:118]([C:119]2[NH:120][C:121]([C:124]3[CH:129]=[CH:128][C:127](Br)=[CH:126][CH:125]=3)=[CH:122][N:123]=2)[CH2:117][C:114]2([CH2:116][CH2:115]2)[CH2:113]1)=[O:111])([CH3:108])([CH3:107])[CH3:106].C(=O)([O-])[O-].[K+].[K+]. The catalyst is C(OCC)(=O)C. The product is [C:105]([O:109][C:110]([N:112]1[CH:118]([C:119]2[NH:120][C:121]([C:124]3[CH:129]=[CH:128][C:127]([C:89]4[CH:88]=[CH:87][C:86]5[C:91](=[CH:92][CH:93]=[C:84]([C:81]6[NH:80][C:79]([CH:78]7[CH:77]8[CH2:103][CH:74]([CH2:75][CH2:76]8)[N:73]7[C:71](=[O:72])[CH:67]([NH:66][C:65]([O:64][CH3:63])=[O:104])[CH:68]([CH3:70])[CH3:69])=[N:83][CH:82]=6)[CH:85]=5)[CH:90]=4)=[CH:126][CH:125]=3)=[CH:122][N:123]=2)[CH2:117][C:114]2([CH2:116][CH2:115]2)[CH2:113]1)=[O:111])([CH3:108])([CH3:107])[CH3:106]. The yield is 0.600. (7) The reactants are [Cl-].O[NH3+:3].[C:4](=[O:7])([O-])[OH:5].[Na+].CS(C)=O.[O:13]1[C:17]2[CH:18]=[CH:19][C:20]([O:22][C:23]3[C:28](=[O:29])[N:27]([CH2:30][C:31]4[CH:36]=[CH:35][C:34]([C:37]5[C:38]([C:43]#[N:44])=[CH:39][CH:40]=[CH:41][CH:42]=5)=[CH:33][CH:32]=4)[C:26]([CH2:45][CH2:46][CH3:47])=[N:25][C:24]=3[CH2:48][CH3:49])=[CH:21][C:16]=2[O:15][CH2:14]1. The catalyst is C(OCC)(=O)C. The product is [O:13]1[C:17]2[CH:18]=[CH:19][C:20]([O:22][C:23]3[C:28](=[O:29])[N:27]([CH2:30][C:31]4[CH:36]=[CH:35][C:34]([C:37]5[CH:42]=[CH:41][CH:40]=[CH:39][C:38]=5[C:43]5[NH:3][C:4](=[O:7])[O:5][N:44]=5)=[CH:33][CH:32]=4)[C:26]([CH2:45][CH2:46][CH3:47])=[N:25][C:24]=3[CH2:48][CH3:49])=[CH:21][C:16]=2[O:15][CH2:14]1. The yield is 0.530.